Dataset: Forward reaction prediction with 1.9M reactions from USPTO patents (1976-2016). Task: Predict the product of the given reaction. Given the reactants C(OC([NH:8][C@H:9]1[CH2:14][CH2:13][C@H:12]([N:15]([C:19]2[CH:24]=[C:23]([CH2:25][CH2:26][CH2:27][C:28]([NH:30][CH2:31][C:32]3[CH:37]=[CH:36][C:35]([CH2:38][NH:39][CH2:40][C@H:41]([O:54][Si](C(C)(C)C)(C)C)[C:42]4[CH:51]=[CH:50][C:49]([OH:52])=[C:48]5[C:43]=4[CH:44]=[CH:45][C:46](=[O:53])[NH:47]5)=[CH:34][CH:33]=3)=[O:29])[CH:22]=[CH:21][C:20]=2[C:62]2[CH:67]=[CH:66][CH:65]=[CH:64][CH:63]=2)[C:16](=[O:18])[O-:17])[CH2:11][CH2:10]1)=O)(C)(C)C.[ClH:68].CN[C@H]1CC[C@H](N(C2C=C(CCCN3C4C=CC(C#N)=CC=4N=N3)C=CC=2C2C=CC=CC=2)C(=O)[O-])CC1, predict the reaction product. The product is: [ClH:68].[ClH:68].[NH2:8][C@H:9]1[CH2:14][CH2:13][C@H:12]([N:15]([C:19]2[CH:24]=[C:23]([CH2:25][CH2:26][CH2:27][C:28]([NH:30][CH2:31][C:32]3[CH:37]=[CH:36][C:35]([CH2:38][NH:39][CH2:40][C@H:41]([OH:54])[C:42]4[CH:51]=[CH:50][C:49]([OH:52])=[C:48]5[C:43]=4[CH:44]=[CH:45][C:46](=[O:53])[NH:47]5)=[CH:34][CH:33]=3)=[O:29])[CH:22]=[CH:21][C:20]=2[C:62]2[CH:67]=[CH:66][CH:65]=[CH:64][CH:63]=2)[C:16](=[O:17])[OH:18])[CH2:11][CH2:10]1.